Task: Predict the reaction yield, written as a fraction of the theoretical maximum amount of product (1.0 means a 100% yield; for example, 0.34 means a 34% yield).. Dataset: Reaction yield outcomes from USPTO patents with 853,638 reactions (1) The reactants are [N+:1]([C:4]1[CH:5]=[CH:6][C:7]2[O:13][CH2:12][C@@H:11]3[CH2:14][CH2:15][CH2:16][N:10]3[CH2:9][C:8]=2[CH:17]=1)([O-])=O.N.[H][H]. The catalyst is CO.[Pd]. The product is [CH2:14]1[C@H:11]2[CH2:12][O:13][C:7]3[CH:6]=[CH:5][C:4]([NH2:1])=[CH:17][C:8]=3[CH2:9][N:10]2[CH2:16][CH2:15]1. The yield is 0.920. (2) The reactants are [NH2:1][C:2]1[CH:7]=[C:6]([CH2:8]O)[CH:5]=[CH:4][N:3]=1.[BrH:10]. No catalyst specified. The product is [BrH:10].[NH2:1][C:2]1[CH:7]=[C:6]([CH2:8][Br:10])[CH:5]=[CH:4][N:3]=1. The yield is 0.710. (3) The reactants are C(OC([N:8]1[CH2:12][CH2:11][CH2:10][CH:9]1[CH2:13][NH:14][C:15]1[CH:24]=[CH:23][C:18]([C:19]([O:21][CH3:22])=[O:20])=[CH:17][CH:16]=1)=O)(C)(C)C.C(O)(C(F)(F)F)=O. The catalyst is C(Cl)Cl. The product is [NH:8]1[CH2:12][CH2:11][CH2:10][CH:9]1[CH2:13][NH:14][C:15]1[CH:24]=[CH:23][C:18]([C:19]([O:21][CH3:22])=[O:20])=[CH:17][CH:16]=1. The yield is 0.880. (4) The reactants are F[C:2]1[CH:7]=[CH:6][CH:5]=[CH:4][C:3]=1[N+:8]([O-:10])=[O:9].Cl.[C:12]([O:16][C:17](=[O:22])[C:18]([NH2:21])([CH3:20])[CH3:19])([CH3:15])([CH3:14])[CH3:13].CCN(CC)CC. The catalyst is CN(C=O)C.CCOC(C)=O. The product is [C:12]([O:16][C:17](=[O:22])[C:18]([CH3:20])([NH:21][C:2]1[CH:7]=[CH:6][CH:5]=[CH:4][C:3]=1[N+:8]([O-:10])=[O:9])[CH3:19])([CH3:15])([CH3:13])[CH3:14]. The yield is 0.500. (5) The reactants are [C:1]([O:4][C@H:5]1[C@@H:19]([O:20][C:21](=[O:23])[CH3:22])[C@H:18]([O:24][C:25](=[O:27])[CH3:26])[C@@H:17]([CH2:28][O:29][C:30](=[O:32])[CH3:31])[O:16][C@@H:6]1[O:7][C:8]1[CH:13]=[CH:12][C:11](I)=[CH:10][C:9]=1[Cl:15])(=[O:3])[CH3:2].C([O-])([O-])=O.[Cs+].[Cs+].CC(C1C=C(C(C)C)C(C2C=CC=CC=2P(C2CCCCC2)C2CCCCC2)=C(C(C)C)C=1)C.[NH:73]1[C:81]2[C:76](=[CH:77][CH:78]=[CH:79][CH:80]=2)[CH2:75][CH2:74]1. The catalyst is C1(C)C=CC=CC=1.C1C=CC(/C=C/C(/C=C/C2C=CC=CC=2)=O)=CC=1.C1C=CC(/C=C/C(/C=C/C2C=CC=CC=2)=O)=CC=1.C1C=CC(/C=C/C(/C=C/C2C=CC=CC=2)=O)=CC=1.[Pd].[Pd].CCOC(C)=O. The product is [C:1]([O:4][C@H:5]1[C@@H:19]([O:20][C:21](=[O:23])[CH3:22])[C@H:18]([O:24][C:25](=[O:27])[CH3:26])[C@@H:17]([CH2:28][O:29][C:30](=[O:32])[CH3:31])[O:16][C@@H:6]1[O:7][C:8]1[CH:13]=[CH:12][C:11]([N:73]2[C:81]3[C:76](=[CH:77][CH:78]=[CH:79][CH:80]=3)[CH2:75][CH2:74]2)=[CH:10][C:9]=1[Cl:15])(=[O:3])[CH3:2]. The yield is 0.433. (6) The reactants are [Cl:1][C:2]1[CH:3]=[C:4]([OH:13])[CH:5]=[CH:6][C:7]=1[O:8][C:9]([F:12])([F:11])[F:10].[CH3:14]OS(OC)(=O)=O.S([O-])([O-])(=O)=O.C([N+](CCCC)(CCCC)CCCC)CCC.C([N+](CCCC)(CCCC)CCCC)CCC.[OH-].[Na+]. The catalyst is ClCCl. The product is [Cl:1][C:2]1[CH:3]=[C:4]([O:13][CH3:14])[CH:5]=[CH:6][C:7]=1[O:8][C:9]([F:11])([F:12])[F:10]. The yield is 0.730. (7) The reactants are [NH2:1][C:2]1[N:10]=[CH:9][CH:8]=[CH:7][C:3]=1[C:4]([OH:6])=[O:5].[Cl:11][CH2:12][CH:13]=O. No catalyst specified. The product is [ClH:11].[N:1]1[CH:12]=[CH:13][N:10]2[CH:9]=[CH:8][CH:7]=[C:3]([C:4]([OH:6])=[O:5])[C:2]=12. The yield is 0.920.